From a dataset of Drug-target binding data from BindingDB using IC50 measurements. Regression. Given a target protein amino acid sequence and a drug SMILES string, predict the binding affinity score between them. We predict pIC50 (pIC50 = -log10(IC50 in M); higher means more potent). Dataset: bindingdb_ic50. (1) The small molecule is Cc1ccc2c(C(=O)O)c(O)c(-c3ccc(N4CCOCC4)cc3)nc2c1C. The target protein (Q14242) has sequence MPLQLLLLLILLGPGNSLQLWDTWADEAEKALGPLLARDRRQATEYEYLDYDFLPETEPPEMLRNSTDTTPLTGPGTPESTTVEPAARRSTGLDAGGAVTELTTELANMGNLSTDSAAMEIQTTQPAATEAQTTQPVPTEAQTTPLAATEAQTTRLTATEAQTTPLAATEAQTTPPAATEAQTTQPTGLEAQTTAPAAMEAQTTAPAAMEAQTTPPAAMEAQTTQTTAMEAQTTAPEATEAQTTQPTATEAQTTPLAAMEALSTEPSATEALSMEPTTKRGLFIPFSVSSVTHKGIPMAASNLSVNYPVGAPDHISVKQCLLAILILALVATIFFVCTVVLAVRLSRKGHMYPVRNYSPTEMVCISSLLPDGGEGPSATANGGLSKAKSPGLTPEPREDREGDDLTLHSFLP. The pIC50 is 3.0. (2) The compound is NC(=O)C1CCN(c2nnc(-c3ccc4c(c3)OCCCO4)s2)CC1. The target protein (Q01158) has sequence MENMENDENIVYGPEPFYPIEEGSAGAQLRKYMDRYAKLGAIAFTNALTGVDYTYAEYLEKSCCLGEALKNYGLVVDGRIALCSENCEEFFIPVLAGLFIGVGVAPTNEIYTLRELVHSLGISKPTIVFSSKKGLDKVITVQKTVTAIKTIVILDSKVDYRGYQSMDNFIKKNTPQGFKGSSFKTVEVNRKEQVALIMNSSGSTGLPKGVQLTHENAVTRFSHARDPIYGNQVSPGTAILTVVPFHHGFGMFTTLGYLTCGFRIVMLTKFDEETFLKTLQDYKCSSVILVPTLFAILNRSELLDKYDLSNLVEIASGGAPLSKEIGEAVARRFNLPGVRQGYGLTETTSAIIITPEGDDKPGASGKVVPLFKAKVIDLDTKKTLGPNRRGEVCVKGPMLMKGYVDNPEATREIIDEEGWLHTGDIGYYDEEKHFFIVDRLKSLIKYKGYQVPPAELESVLLQHPNIFDAGVAGVPDPIAGELPGAVVVLEKGKSMTEKEV.... The pIC50 is 5.5. (3) The small molecule is O=C1COC(c2ccccc2)N1Cc1ccccc1. The target is PDASQDDGPAVERPSTEL. The pIC50 is 4.0. (4) The target protein (P42785) has sequence MGRRALLLLLLSFLAPWATIALRPALRALGSLHLPTNPTSLPAVAKNYSVLYFQQKVDHFGFNTVKTFNQRYLVADKYWKKNGGSILFYTGNEGDIIWFCNNTGFMWDVAEELKAMLVFAEHRYYGESLPFGDNSFKDSRHLNFLTSEQALADFAELIKHLKRTIPGAENQPVIAIGGSYGGMLAAWFRMKYPHMVVGALAASAPIWQFEDLVPCGVFMKIVTTDFRKSGPHCSESIHRSWDAINRLSNTGSGLQWLTGALHLCSPLTSQDIQHLKDWISETWVNLAMVDYPYASNFLQPLPAWPIKVVCQYLKNPNVSDSLLLQNIFQALNVYYNYSGQVKCLNISETATSSLGTLGWSYQACTEVVMPFCTNGVDDMFEPHSWNLKELSDDCFQQWGVRPRPSWITTMYGGKNISSHTNIVFSNGELDPWSGGGVTKDITDTLVAVTISEGAHHLDLRTKNALDPMSVLLARSLEVRHMKNWIRDFYDSAGKQH. The compound is Cc1ccc([C@@H](C)Nc2cc(N3CCCC(C(C)(C)O)C3)ncn2)cc1. The pIC50 is 5.1. (5) The compound is C[C@@H](OP(=O)(O)OP(=O)(O)OP(=O)(O)O)[C@H]1O[C@@H](n2ccc3c(N)ncnc32)[C@](C)(O)[C@@H]1O. The target protein sequence is SMSYTWTGALITPCAAEESKLPINALSNSLLRHHNMVYATTSRSAGLRQKKVTFDRLQVLDDHYRDVLKEMKAKASTVKAKLLSVEEACKLTPPHSAKSKFGYGAKDVRNLSSKAVNHIHSVWKDLLEDTVTPIDTTIMAKNEVFCVQPEKGGRKPARLIVFPDLGVRVCEKMALYDVVSTLPQVVMGSSYGFQYSPGQRVEFLVNTWKSKKNPMGFSYDTRCFDSTVTENDIRVEESIYQCCDLAPEARQAIKSLTERLYIGGPLTNSKGQNCGYRRCRASGVLTTSCGNTLTCYLKASAACRAAKLQDCTMLVNGDDLVVICESAGTQEDAASLRVFTEAMTRYSAPPGDPPQPEYDLELITSCSSNVSVAHDASGKRVYYLTRDPTTPLARAAWETARHTPVNSWLGNIIMYAPTLWARMILMTHFFSILLAQEQLEKALDCQIYGACYSIEPLDLPQIIERLHGLSAFSLHSYSPGEINRVASCLRKLGVPPLRVW.... The pIC50 is 4.2. (6) The compound is Cc1c2oc3c(C)ccc(C(=O)N[C@@H]4C(=O)N[C@H](C(C)C)C(=O)N5CCC[C@H]5C(=O)N(C)CC(=O)N(C)[C@@H](C(C)C)C(=O)O[C@@H]4C)c3nc-2c(C(=O)N[C@@H]2C(=O)N[C@H](C(C)C)C(=O)N3CCC[C@H]3C(=O)N(C)CC(=O)N(C)[C@@H](C(C)C)C(=O)O[C@@H]2C)c(N)c1=O. The target protein (P0A8T7) has sequence MKDLLKFLKAQTKTEEFDAIKIALASPDMIRSWSFGEVKKPETINYRTFKPERDGLFCARIFGPVKDYECLCGKYKRLKHRGVICEKCGVEVTQTKVRRERMGHIELASPTAHIWFLKSLPSRIGLLLDMPLRDIERVLYFESYVVIEGGMTNLERQQILTEEQYLDALEEFGDEFDAKMGAEAIQALLKSMDLEQECEQLREELNETNSETKRKKLTKRIKLLEAFVQSGNKPEWMILTVLPVLPPDLRPLVPLDGGRFATSDLNDLYRRVINRNNRLKRLLDLAAPDIIVRNEKRMLQEAVDALLDNGRRGRAITGSNKRPLKSLADMIKGKQGRFRQNLLGKRVDYSGRSVITVGPYLRLHQCGLPKKMALELFKPFIYGKLELRGLATTIKAAKKMVEREEAVVWDILDEVIREHPVLLNRAPTLHRLGIQAFEPVLIEGKAIQLHPLVCAAYNADFDGDQMAVHVPLTLEAQLEARALMMSTNNILSPANGEPII.... The pIC50 is 6.8.